This data is from Full USPTO retrosynthesis dataset with 1.9M reactions from patents (1976-2016). The task is: Predict the reactants needed to synthesize the given product. (1) Given the product [Cl:36][CH2:33][C:28]1[CH:27]=[C:26]2[C:30](=[CH:31][CH:32]=[C:23]([CH:20]([CH3:22])[CH3:21])[CH:24]=[CH:25]2)[CH:29]=1, predict the reactants needed to synthesize it. The reactants are: C1(P(C2C=CC=CC=2)C2C=CC=CC=2)C=CC=CC=1.[CH:20]([C:23]1[CH:24]=[CH:25][C:26]2[C:30](=[CH:31][CH:32]=1)[CH:29]=[C:28]([CH2:33]O)[CH:27]=2)([CH3:22])[CH3:21].C(Cl)(Cl)(Cl)[Cl:36]. (2) Given the product [F:28][C:20]1[CH:21]=[C:22]([N+:25]([O-:27])=[O:26])[CH:23]=[CH:24][C:19]=1[O:18][C:15]1[CH:14]=[CH:13][N:12]=[C:11]2[CH:10]=[C:9]([C:6]3[CH:5]=[CH:4][C:3]([CH2:2][NH:32][CH2:31][CH2:29][OH:30])=[CH:8][CH:7]=3)[S:17][C:16]=12, predict the reactants needed to synthesize it. The reactants are: Cl[CH2:2][C:3]1[CH:8]=[CH:7][C:6]([C:9]2[S:17][C:16]3[C:11](=[N:12][CH:13]=[CH:14][C:15]=3[O:18][C:19]3[CH:24]=[CH:23][C:22]([N+:25]([O-:27])=[O:26])=[CH:21][C:20]=3[F:28])[CH:10]=2)=[CH:5][CH:4]=1.[CH2:29]([CH2:31][NH2:32])[OH:30].